This data is from Full USPTO retrosynthesis dataset with 1.9M reactions from patents (1976-2016). The task is: Predict the reactants needed to synthesize the given product. (1) Given the product [C:15]1([N:5]2[CH:6]=[C:7]([C:8]([OH:10])=[O:9])[C:3]([C:2]([F:1])([F:13])[F:14])=[N:4]2)[CH:20]=[CH:19][CH:18]=[CH:17][CH:16]=1, predict the reactants needed to synthesize it. The reactants are: [F:1][C:2]([F:14])([F:13])[C:3]1[C:7]([C:8]([O:10]CC)=[O:9])=[CH:6][NH:5][N:4]=1.[C:15]1(B(O)O)[CH:20]=[CH:19][CH:18]=[CH:17][CH:16]=1.N1C=CC=CC=1.[OH-].[Na+]. (2) Given the product [NH2:13][C:14]1[C:22]2[C:21]([C:23]3[CH:24]=[C:25]([Cl:31])[CH:26]=[C:27]([OH:29])[CH:28]=3)=[N:20][CH:19]=[N:18][C:17]=2[S:16][C:15]=1[C:35]([NH2:37])=[O:36], predict the reactants needed to synthesize it. The reactants are: N1C2SC(C(N)=O)=CC=2C=NC=1.[NH2:13][C:14]1[C:22]2[C:21]([C:23]3[CH:28]=[C:27]([O:29]C)[CH:26]=[C:25]([Cl:31])[CH:24]=3)=[N:20][C:19](S(C)=O)=[N:18][C:17]=2[S:16][C:15]=1[C:35]([NH2:37])=[O:36].[BH4-].[Na+].O. (3) Given the product [Br:1][C:2]1[CH:3]=[C:4]2[C:10]([C:29]3[CH:28]=[N:27][N:26]([CH2:25][C:24]4[CH:40]=[C:41]([F:44])[CH:42]=[CH:43][C:23]=4[F:22])[CH:30]=3)=[CH:9][N:8]([S:12]([C:15]3[CH:21]=[CH:20][C:18]([CH3:19])=[CH:17][CH:16]=3)(=[O:14])=[O:13])[C:5]2=[N:6][CH:7]=1, predict the reactants needed to synthesize it. The reactants are: [Br:1][C:2]1[CH:3]=[C:4]2[C:10](I)=[CH:9][N:8]([S:12]([C:15]3[CH:21]=[CH:20][C:18]([CH3:19])=[CH:17][CH:16]=3)(=[O:14])=[O:13])[C:5]2=[N:6][CH:7]=1.[F:22][C:23]1[CH:43]=[CH:42][C:41]([F:44])=[CH:40][C:24]=1[CH2:25][N:26]1[CH:30]=[C:29](B2OC(C)(C)C(C)(C)O2)[CH:28]=[N:27]1.C(=O)([O-])[O-].[Na+].[Na+]. (4) Given the product [NH2:29][C@@H:28]([CH2:30][S:38][C:39]1[CH:44]=[CH:43][CH:42]=[CH:41][N:40]=1)[CH2:27][O:26][C:22]1[CH:21]=[C:20]([C:4]2[CH:5]=[C:6]3[C:11](=[C:2]([NH2:1])[N:3]=2)[CH:10]=[N:9][C:8]2[CH:12]=[C:13]([O:18][CH3:19])[C:14]([O:16][CH3:17])=[CH:15][C:7]3=2)[CH:25]=[N:24][CH:23]=1, predict the reactants needed to synthesize it. The reactants are: [NH2:1][C:2]1[N:3]=[C:4]([C:20]2[CH:21]=[C:22]([O:26][CH2:27][CH:28]3[CH2:30][N@@:29]3C(OC(C)(C)C)=O)[CH:23]=[N:24][CH:25]=2)[CH:5]=[C:6]2[C:11]=1[CH:10]=[N:9][C:8]1[CH:12]=[C:13]([O:18][CH3:19])[C:14]([O:16][CH3:17])=[CH:15][C:7]2=1.[SH:38][C:39]1[CH:44]=[CH:43][CH:42]=[CH:41][N:40]=1.C(=O)([O-])[O-].[Cs+].[Cs+]. (5) Given the product [I:17][C:2]1[CH:3]=[C:4]([CH:9]=[C:10]([N+:14]([O-:16])=[O:15])[C:11]=1[O:12][CH3:13])[C:5]([O:7][CH3:8])=[O:6], predict the reactants needed to synthesize it. The reactants are: N[C:2]1[CH:3]=[C:4]([CH:9]=[C:10]([N+:14]([O-:16])=[O:15])[C:11]=1[O:12][CH3:13])[C:5]([O:7][CH3:8])=[O:6].[I:17]I.N(OC(C)(C)C)=O. (6) Given the product [OH:8][C:9]1[C:14](=[O:15])[CH:13]=[C:12]([CH:16]([OH:21])[C:17]([F:20])([F:18])[F:19])[N:11]([CH3:22])[C:10]=1[CH3:23], predict the reactants needed to synthesize it. The reactants are: C([O:8][C:9]1[C:14](=[O:15])[CH:13]=[C:12]([CH:16]([OH:21])[C:17]([F:20])([F:19])[F:18])[N:11]([CH3:22])[C:10]=1[CH3:23])C1C=CC=CC=1.Cl.